This data is from Peptide-MHC class I binding affinity with 185,985 pairs from IEDB/IMGT. The task is: Regression. Given a peptide amino acid sequence and an MHC pseudo amino acid sequence, predict their binding affinity value. This is MHC class I binding data. The peptide sequence is EKDSNHNVL. The MHC is HLA-A68:02 with pseudo-sequence HLA-A68:02. The binding affinity (normalized) is 0.0847.